Dataset: Forward reaction prediction with 1.9M reactions from USPTO patents (1976-2016). Task: Predict the product of the given reaction. (1) Given the reactants [Br:1][C:2]1[CH:3]=[C:4]([CH:9]=[CH:10][C:11]=1[OH:12])[C:5]([O:7][CH3:8])=[O:6].[CH:13]1([CH2:16]Br)[CH2:15][CH2:14]1.BrC1C=C(C=C(OC(C)C)C=1)C(OC)=O, predict the reaction product. The product is: [Br:1][C:2]1[CH:3]=[C:4]([CH:9]=[CH:10][C:11]=1[O:12][CH2:16][CH:13]1[CH2:15][CH2:14]1)[C:5]([O:7][CH3:8])=[O:6]. (2) Given the reactants [Cl:1][C:2]1[CH:10]=[CH:9][C:8]([C:11]2[N:12]([C:22]([O:24][C:25]([CH3:28])([CH3:27])[CH3:26])=[O:23])[C:13]3[C:18]([CH:19]=2)=[CH:17][C:16]([CH:20]=O)=[CH:15][CH:14]=3)=[C:7]2[C:3]=1[CH2:4][NH:5][C:6]2=[O:29].[CH3:30][N:31]([CH3:36])[CH2:32][CH2:33][NH:34][CH3:35].C(O[BH-](OC(=O)C)OC(=O)C)(=O)C.[Na+], predict the reaction product. The product is: [Cl:1][C:2]1[CH:10]=[CH:9][C:8]([C:11]2[N:12]([C:22]([O:24][C:25]([CH3:27])([CH3:28])[CH3:26])=[O:23])[C:13]3[C:18]([CH:19]=2)=[CH:17][C:16]([CH2:20][N:34]([CH2:33][CH2:32][N:31]([CH3:36])[CH3:30])[CH3:35])=[CH:15][CH:14]=3)=[C:7]2[C:3]=1[CH2:4][NH:5][C:6]2=[O:29]. (3) Given the reactants [CH2:1]([N:3]([CH2:20][CH3:21])[CH2:4][CH2:5][NH:6]C(C1C=CC2C(=CC=C(I)C=2)C=1)=O)[CH3:2].[I:22][C:23]1[CH:36]=[C:35]2[C:26]([N:27]=[C:28]3[C:33](=[CH:34]2)[CH:32]=[CH:31][CH:30]=[C:29]3[C:37]([O:39]C)=O)=[CH:25][CH:24]=1.[K+].[Br-].Cl.C(N(CC)CCNC(C1NC2C(C=1)=CC(I)=CC=2)=O)C.C(N(CC)CCNC(C1SC2C=CC=C(I)C=2C=1)=O)C.IC1C=C2C(=CC=1)NC(C(OCC)=O)=C2.IC1C=CC=C2C=1N=C1C(=C2)C=CC=C1C(OC)=O, predict the reaction product. The product is: [CH2:1]([N:3]([CH2:20][CH3:21])[CH2:4][CH2:5][NH:6][C:37]([C:29]1[C:28]2[C:33](=[CH:34][C:35]3[C:26]([N:27]=2)=[CH:25][CH:24]=[C:23]([I:22])[CH:36]=3)[CH:32]=[CH:31][CH:30]=1)=[O:39])[CH3:2]. (4) The product is: [Cl:1][C:2]1[CH:10]=[CH:9][C:8]([N+:11]([O-:13])=[O:12])=[CH:7][C:3]=1[C:4]([O:6][CH2:20][CH3:21])=[O:5]. Given the reactants [Cl:1][C:2]1[CH:10]=[CH:9][C:8]([N+:11]([O-:13])=[O:12])=[CH:7][C:3]=1[C:4]([OH:6])=[O:5].C([O-])([O-])=O.[K+].[K+].[CH2:20](O)[CH3:21], predict the reaction product.